This data is from Reaction yield outcomes from USPTO patents with 853,638 reactions. The task is: Predict the reaction yield, written as a fraction of the theoretical maximum amount of product (1.0 means a 100% yield; for example, 0.34 means a 34% yield). (1) The reactants are Br[C:2]1[CH:3]=[C:4]([C:16]([NH:18][CH2:19][C:20]2[C:21](=[O:28])[NH:22][C:23]([CH3:27])=[CH:24][C:25]=2[CH3:26])=[O:17])[C:5]2[CH:6]=[N:7][N:8]([CH:11]3[CH2:15][CH2:14][CH2:13][CH2:12]3)[C:9]=2[CH:10]=1.[OH:29][CH2:30][C:31]1[CH:36]=[CH:35][C:34](B(O)O)=[CH:33][CH:32]=1.C([O-])([O-])=O.[Na+].[Na+].C(Cl)Cl. The catalyst is O1CCOCC1.C1C=CC([P]([Pd]([P](C2C=CC=CC=2)(C2C=CC=CC=2)C2C=CC=CC=2)([P](C2C=CC=CC=2)(C2C=CC=CC=2)C2C=CC=CC=2)[P](C2C=CC=CC=2)(C2C=CC=CC=2)C2C=CC=CC=2)(C2C=CC=CC=2)C2C=CC=CC=2)=CC=1. The product is [CH:11]1([N:8]2[C:9]3[CH:10]=[C:2]([C:34]4[CH:35]=[CH:36][C:31]([CH2:30][OH:29])=[CH:32][CH:33]=4)[CH:3]=[C:4]([C:16]([NH:18][CH2:19][C:20]4[C:21](=[O:28])[NH:22][C:23]([CH3:27])=[CH:24][C:25]=4[CH3:26])=[O:17])[C:5]=3[CH:6]=[N:7]2)[CH2:15][CH2:14][CH2:13][CH2:12]1. The yield is 0.893. (2) The reactants are Br[C:2]1[CH:3]=[C:4]([CH:7]=[CH:8][C:9]=1[N:10]([CH3:12])[CH3:11])[CH:5]=[O:6].[CH3:13][C:14]1[C:15](B(O)O)=[CH:16][C:17]2[C:18](C)([CH3:26])[CH2:19][CH2:20][C:21]([CH3:25])([CH3:24])[C:22]=2[CH:23]=1.[CH2:31](O)C.C(=O)([O-])[O-].[K+].[K+]. The catalyst is C1(C)C=CC=CC=1.C(OCC)(=O)C.C1C=CC([P]([Pd]([P](C2C=CC=CC=2)(C2C=CC=CC=2)C2C=CC=CC=2)([P](C2C=CC=CC=2)(C2C=CC=CC=2)C2C=CC=CC=2)[P](C2C=CC=CC=2)(C2C=CC=CC=2)C2C=CC=CC=2)(C2C=CC=CC=2)C2C=CC=CC=2)=CC=1.O. The product is [CH3:11][N:10]([CH3:12])[C:9]1[CH:8]=[CH:7][C:4]([CH:5]=[O:6])=[CH:3][C:2]=1[C:15]1[C:14]([CH3:13])=[CH:23][C:22]2[C:21]([CH3:24])([CH3:25])[CH2:20][CH:19]([CH3:31])[CH:18]([CH3:26])[C:17]=2[CH:16]=1. The yield is 0.920. (3) The reactants are Br[C:2]1[CH:7]=[C:6]([CH3:8])[C:5]([NH:9][C:10](=[O:15])[C:11]([F:14])([F:13])[F:12])=[C:4]([CH3:16])[CH:3]=1.[CH:17]1(B2OC(C)(C)C(C)(C)O2)[CH2:19][CH2:18]1.C([O-])([O-])=O.[Na+].[Na+]. The catalyst is COCCOC. The product is [CH:17]1([C:2]2[CH:7]=[C:6]([CH3:8])[C:5]([NH:9][C:10](=[O:15])[C:11]([F:14])([F:13])[F:12])=[C:4]([CH3:16])[CH:3]=2)[CH2:19][CH2:18]1. The yield is 0.800. (4) The reactants are C(N(CC)CC)C.[Cl:8][C:9]1[CH:17]=[C:16]2[C:12]([C:13]([CH:25]=[O:26])=[CH:14][N:15]2C(OC(C)(C)C)=O)=[CH:11][CH:10]=1.[N:27]1[C:28]([CH:36]=[N:37][C:38]2[CH:43]=[CH:42][CH:41]=[C:40]([O:44][CH3:45])[CH:39]=2)=[CH:29][N:30]2[CH:35]=[CH:34][CH:33]=[CH:32][C:31]=12. The catalyst is [Cl-].C([N+]1C(C)=C(CCO)SC=1)C1C=CC=CC=1.C(O)C. The product is [Cl:8][C:9]1[CH:17]=[C:16]2[C:12]([C:13]([C:25](=[O:26])[CH:36]([C:28]3[N:27]=[C:31]4[CH:32]=[CH:33][CH:34]=[CH:35][N:30]4[CH:29]=3)[NH:37][C:38]3[CH:43]=[CH:42][CH:41]=[C:40]([O:44][CH3:45])[CH:39]=3)=[CH:14][NH:15]2)=[CH:11][CH:10]=1. The yield is 0.110. (5) The reactants are [F:1][C:2]1[CH:37]=[CH:36][CH:35]=[C:34]([F:38])[C:3]=1[CH2:4][O:5][C:6]1[C:7]2[N:8]([C:13]([C:17](=O)[CH2:18][C:19](=O)[CH2:20][C:21]([NH:24][C:25](=[O:31])[O:26][C:27]([CH3:30])([CH3:29])[CH3:28])([CH3:23])[CH3:22])=[C:14]([CH3:16])[N:15]=2)[CH:9]=[C:10]([CH3:12])[CH:11]=1.Cl.[NH2:40][NH2:41]. The catalyst is C(O)C. The product is [C:27]([O:26][C:25](=[O:31])[NH:24][C:21]([CH3:22])([CH3:23])[CH2:20][C:19]1[NH:41][N:40]=[C:17]([C:13]2[N:8]3[CH:9]=[C:10]([CH3:12])[CH:11]=[C:6]([O:5][CH2:4][C:3]4[C:2]([F:1])=[CH:37][CH:36]=[CH:35][C:34]=4[F:38])[C:7]3=[N:15][C:14]=2[CH3:16])[CH:18]=1)([CH3:30])([CH3:28])[CH3:29]. The yield is 0.0840.